This data is from Forward reaction prediction with 1.9M reactions from USPTO patents (1976-2016). The task is: Predict the product of the given reaction. Given the reactants [CH3:1][O:2][C:3]1[CH:8]=[CH:7][CH:6]=[C:5]([CH3:9])[C:4]=1[NH2:10].[Br:11]Br.C(OCC)(=O)C, predict the reaction product. The product is: [Br:11][C:7]1[CH:6]=[C:5]([CH3:9])[C:4]([NH2:10])=[C:3]([O:2][CH3:1])[CH:8]=1.[BrH:11].